Dataset: Full USPTO retrosynthesis dataset with 1.9M reactions from patents (1976-2016). Task: Predict the reactants needed to synthesize the given product. The reactants are: [NH2:1][C:2]1[CH:3]=[CH:4][C:5]([NH:24][C:25]([O:27][C:28]([CH3:31])([CH3:30])[CH3:29])=[O:26])=[C:6]([CH2:8][CH2:9][C:10]2[CH:11]=[C:12]([NH:16][C:17](=[O:23])[O:18][C:19]([CH3:22])([CH3:21])[CH3:20])[CH:13]=[CH:14][CH:15]=2)[CH:7]=1.C(=O)([O-])[O-].[K+].[K+].[Cl:38][C:39]1[N:44]=[C:43](Cl)[C:42]([Cl:46])=[CH:41][N:40]=1.O. Given the product [C:28]([O:27][C:25]([NH:24][C:5]1[CH:4]=[CH:3][C:2]([NH:1][C:41]2[C:42]([Cl:46])=[CH:43][N:44]=[C:39]([Cl:38])[N:40]=2)=[CH:7][C:6]=1[CH2:8][CH2:9][C:10]1[CH:11]=[C:12]([NH:16][C:17](=[O:23])[O:18][C:19]([CH3:22])([CH3:21])[CH3:20])[CH:13]=[CH:14][CH:15]=1)=[O:26])([CH3:31])([CH3:30])[CH3:29], predict the reactants needed to synthesize it.